The task is: Regression/Classification. Given a drug SMILES string, predict its absorption, distribution, metabolism, or excretion properties. Task type varies by dataset: regression for continuous measurements (e.g., permeability, clearance, half-life) or binary classification for categorical outcomes (e.g., BBB penetration, CYP inhibition). Dataset: cyp2c9_veith.. This data is from CYP2C9 inhibition data for predicting drug metabolism from PubChem BioAssay. The compound is O=[N+]([O-])c1cc(-c2ccc([As](=O)(O)O)cc2)ccc1[As](=O)(O)O. The result is 0 (non-inhibitor).